Regression. Given a peptide amino acid sequence and an MHC pseudo amino acid sequence, predict their binding affinity value. This is MHC class I binding data. From a dataset of Peptide-MHC class I binding affinity with 185,985 pairs from IEDB/IMGT. (1) The peptide sequence is RPWMLDKYF. The MHC is HLA-B40:01 with pseudo-sequence HLA-B40:01. The binding affinity (normalized) is 0.0847. (2) The peptide sequence is KMFTFWYMR. The MHC is HLA-A11:01 with pseudo-sequence HLA-A11:01. The binding affinity (normalized) is 0.823. (3) The peptide sequence is SEAAYAKKI. The MHC is HLA-B53:01 with pseudo-sequence HLA-B53:01. The binding affinity (normalized) is 0. (4) The peptide sequence is IQFDWYPTS. The MHC is HLA-A02:01 with pseudo-sequence HLA-A02:01. The binding affinity (normalized) is 0.0847. (5) The peptide sequence is WAGIWGGKL. The MHC is HLA-A02:01 with pseudo-sequence HLA-A02:01. The binding affinity (normalized) is 0.0847. (6) The peptide sequence is SSPSRCERM. The MHC is Mamu-A02 with pseudo-sequence Mamu-A02. The binding affinity (normalized) is 0.766. (7) The peptide sequence is RQLESRLGY. The MHC is HLA-A11:01 with pseudo-sequence HLA-A11:01. The binding affinity (normalized) is 0.550. (8) The peptide sequence is KLVGINMSKK. The MHC is HLA-A31:01 with pseudo-sequence HLA-A31:01. The binding affinity (normalized) is 0.422. (9) The peptide sequence is RPNNNTRKSI. The MHC is HLA-B40:01 with pseudo-sequence HLA-B40:01. The binding affinity (normalized) is 0.0114.